Task: Predict which catalyst facilitates the given reaction.. Dataset: Catalyst prediction with 721,799 reactions and 888 catalyst types from USPTO (1) Reactant: C(O[C:6]1[C:19](C)=[C:18](C)[C:17]2[O:16][C:15]3[C:10](=[C:11](C)[C:12](OCC4OC4)=[C:13](C)[C:14]=3C)[CH:9](C3C=CC=CC=3)[C:8]=2[C:7]=1C)C1OC1.O[C:38]1[CH:43]=[CH:42][C:41]([C:44]2[CH:49]=[CH:48][C:47](O)=[CH:46][CH:45]=2)=[CH:40][CH:39]=1.C1(P(C2C=CC=CC=2)C2C=CC=CC=2)C=CC=CC=1. Product: [CH:11]1[C:10]2[CH2:9][C:8]3[C:17](=[CH:18][CH:19]=[CH:6][CH:7]=3)[O:16][C:15]=2[CH:14]=[CH:13][CH:12]=1.[CH:39]1[C:40]2[C:49]3[C:44](=[CH:45][CH:46]=[CH:47][CH:48]=3)[C:41]=2[CH:42]=[CH:43][CH:38]=1. The catalyst class is: 395. (2) Reactant: Br[C:2]1[CH:3]=[C:4]2[C:13](=[CH:14][CH:15]=1)[O:12][CH2:11][C:10]1[N:5]2[CH:6]([CH3:25])[C:7](=[O:24])[N:8]([CH2:16][O:17][CH2:18][CH2:19][Si:20]([CH3:23])([CH3:22])[CH3:21])[N:9]=1.[C:26]([O:30][C:31]([N:33]1[CH2:37][CH2:36][C@@:35]([NH2:39])([CH3:38])[CH2:34]1)=[O:32])([CH3:29])([CH3:28])[CH3:27].C1(P(C2CCCCC2)C2C=CC=CC=2C2C(C(C)C)=CC(C(C)C)=CC=2C(C)C)CCCCC1.C(=O)([O-])[O-].[Cs+].[Cs+]. Product: [C:26]([O:30][C:31]([N:33]1[CH2:37][CH2:36][C@:35]([CH3:38])([NH:39][C:2]2[CH:3]=[C:4]3[C:13](=[CH:14][CH:15]=2)[O:12][CH2:11][C:10]2[N:5]3[CH:6]([CH3:25])[C:7](=[O:24])[N:8]([CH2:16][O:17][CH2:18][CH2:19][Si:20]([CH3:23])([CH3:22])[CH3:21])[N:9]=2)[CH2:34]1)=[O:32])([CH3:29])([CH3:27])[CH3:28]. The catalyst class is: 222.